From a dataset of Forward reaction prediction with 1.9M reactions from USPTO patents (1976-2016). Predict the product of the given reaction. (1) Given the reactants [NH2:1][CH:2]1[CH2:6][CH2:5][CH2:4][CH:3]1[NH:7][C:8](=[O:23])[C:9]1[C:14]([S:15][CH3:16])=[CH:13][C:12]([C:17]([F:20])([F:19])[F:18])=[CH:11][C:10]=1[O:21][CH3:22].[C:24]1(=O)[CH2:28][CH2:27][CH2:26][CH2:25]1, predict the reaction product. The product is: [CH:24]1([NH:1][CH:2]2[CH2:6][CH2:5][CH2:4][CH:3]2[NH:7][C:8](=[O:23])[C:9]2[C:14]([S:15][CH3:16])=[CH:13][C:12]([C:17]([F:19])([F:20])[F:18])=[CH:11][C:10]=2[O:21][CH3:22])[CH2:28][CH2:27][CH2:26][CH2:25]1. (2) Given the reactants [Cl:1][C:2]1[CH:7]=[C:6]([Cl:8])[CH:5]=[CH:4][C:3]=1[C@H:9]1[C@H:14]([N+:15]([O-:17])=[O:16])[CH2:13][C:12]([CH2:18][NH2:19])=[CH:11][CH2:10]1.[CH3:20][O:21][C:22](=[O:32])[C:23]1[CH:28]=[CH:27][C:26]([C:29](Cl)=[O:30])=[CH:25][CH:24]=1.C(N(C(C)C)CC)(C)C, predict the reaction product. The product is: [Cl:1][C:2]1[CH:7]=[C:6]([Cl:8])[CH:5]=[CH:4][C:3]=1[C@H:9]1[C@H:14]([N+:15]([O-:17])=[O:16])[CH2:13][C:12]([CH2:18][NH:19][C:29]([C:26]2[CH:27]=[CH:28][C:23]([C:22]([O:21][CH3:20])=[O:32])=[CH:24][CH:25]=2)=[O:30])=[CH:11][CH2:10]1.